Dataset: Full USPTO retrosynthesis dataset with 1.9M reactions from patents (1976-2016). Task: Predict the reactants needed to synthesize the given product. (1) Given the product [CH2:8]([C:7]1[C:6]([CH:18]=[O:21])=[CH:24][N:11]([C:12]2[CH:17]=[CH:16][CH:15]=[CH:14][CH:13]=2)[N:10]=1)[CH3:9], predict the reactants needed to synthesize it. The reactants are: P(Cl)(Cl)(Cl)=O.[CH3:6]/[C:7](=[N:10]\[NH:11][C:12]1[CH:17]=[CH:16][CH:15]=[CH:14][CH:13]=1)/[CH2:8][CH3:9].[C:18](=[O:21])([O-])[O-].[K+].[K+].[CH3:24]N(C)C=O. (2) Given the product [N:26]1([C:9]2[CH:8]=[C:7]([CH3:11])[O:6][C:5](=[O:12])[C:4]=2[C:1](=[O:3])[CH:2]=[CH:21][C:20]2[CH:23]=[CH:24][CH:25]=[C:18]([O:17][CH2:16][CH2:15][S:14][CH3:13])[CH:19]=2)[CH2:31][CH2:30][CH2:29][CH2:28][CH2:27]1, predict the reactants needed to synthesize it. The reactants are: [C:1]([C:4]1[C:5](=[O:12])[O:6][C:7]([CH3:11])=[CH:8][C:9]=1O)(=[O:3])[CH3:2].[CH3:13][S:14][CH2:15][CH2:16][O:17][C:18]1[CH:19]=[C:20]([CH:23]=[CH:24][CH:25]=1)[CH:21]=O.[NH:26]1[CH2:31][CH2:30][CH2:29][CH2:28][CH2:27]1.O. (3) Given the product [F:30][C:29]([F:32])([F:31])[S:26]([O:1][C:2]1[CH:3]=[C:4]([CH3:19])[C:5]([C:6](=[O:7])[NH:8][CH:9]2[CH2:14][CH2:13][CH2:12][CH2:11][CH:10]2[CH3:15])=[C:16]([CH3:18])[CH:17]=1)(=[O:28])=[O:27], predict the reactants needed to synthesize it. The reactants are: [OH:1][C:2]1[CH:17]=[C:16]([CH3:18])[C:5]([C:6]([NH:8][CH:9]2[CH2:14][CH2:13][CH2:12][CH2:11][CH:10]2[CH3:15])=[O:7])=[C:4]([CH3:19])[CH:3]=1.N1C=CC=CC=1.[S:26](O[S:26]([C:29]([F:32])([F:31])[F:30])(=[O:28])=[O:27])([C:29]([F:32])([F:31])[F:30])(=[O:28])=[O:27].